This data is from Forward reaction prediction with 1.9M reactions from USPTO patents (1976-2016). The task is: Predict the product of the given reaction. (1) Given the reactants C[O:2][C:3]([C:5]1[S:6][CH:7]=[CH:8][C:9]=1[NH:10][S:11]([C:14]1[C:22]2[O:21][CH2:20][CH2:19][C:18]=2[CH:17]=[C:16]([Br:23])[CH:15]=1)(=[O:13])=[O:12])=[O:4].[OH-].[Li+], predict the reaction product. The product is: [Br:23][C:16]1[CH:15]=[C:14]([S:11]([NH:10][C:9]2[CH:8]=[CH:7][S:6][C:5]=2[C:3]([OH:4])=[O:2])(=[O:12])=[O:13])[C:22]2[O:21][CH2:20][CH2:19][C:18]=2[CH:17]=1. (2) Given the reactants [NH2:1][CH2:2][CH2:3][N:4]([CH3:15])[CH2:5][CH2:6][NH:7][C:8](=[O:14])[O:9][C:10]([CH3:13])([CH3:12])[CH3:11].[CH3:16][C:17]1[C:22]([O:23][CH3:24])=[C:21]([CH2:25]/[CH:26]=[C:27](/[CH2:29][CH2:30][C:31](O)=[O:32])\[CH3:28])[C:20]([OH:34])=[C:19]2[C:35]([O:37][CH2:38][C:18]=12)=[O:36].C(Cl)CCl, predict the reaction product. The product is: [OH:34][C:20]1[C:21]([CH2:25]/[CH:26]=[C:27](\[CH3:28])/[CH2:29][CH2:30][C:31]([NH:1][CH2:2][CH2:3][N:4]([CH3:15])[CH2:5][CH2:6][NH:7][C:8](=[O:14])[O:9][C:10]([CH3:11])([CH3:12])[CH3:13])=[O:32])=[C:22]([O:23][CH3:24])[C:17]([CH3:16])=[C:18]2[C:19]=1[C:35](=[O:36])[O:37][CH2:38]2. (3) Given the reactants [H-].[Al+3].[Li+].[H-].[H-].[H-].C[O:8][C:9]([C:11]1[CH:26]=[CH:25][C:14]2[O:15][C:16]3[CH:24]=[CH:23][CH:22]=[CH:21][C:17]=3[C:18](=[O:20])[NH:19][C:13]=2[CH:12]=1)=O, predict the reaction product. The product is: [OH:8][CH2:9][C:11]1[CH:26]=[CH:25][C:14]2[O:15][C:16]3[CH:24]=[CH:23][CH:22]=[CH:21][C:17]=3[C:18](=[O:20])[NH:19][C:13]=2[CH:12]=1. (4) The product is: [O:49]=[C:43]1[CH:42]([N:36]2[CH2:35][C:34]3[C:38](=[CH:39][CH:40]=[C:32]([CH2:31][NH:30][C:10]([C:7]4[N:8]=[N:9][C:4]([O:3][CH2:1][CH3:2])=[CH:5][CH:6]=4)=[O:12])[CH:33]=3)[C:37]2=[O:41])[CH2:47][CH2:46][C:45](=[O:48])[NH:44]1. Given the reactants [CH2:1]([O:3][C:4]1[N:9]=[N:8][C:7]([C:10]([OH:12])=O)=[CH:6][CH:5]=1)[CH3:2].C1N=CN(C(N2C=NC=C2)=O)C=1.CS(O)(=O)=O.[NH2:30][CH2:31][C:32]1[CH:33]=[C:34]2[C:38](=[CH:39][CH:40]=1)[C:37](=[O:41])[N:36]([CH:42]1[CH2:47][CH2:46][C:45](=[O:48])[NH:44][C:43]1=[O:49])[CH2:35]2.O, predict the reaction product. (5) Given the reactants Br[C@H:2]([C@H:8]([OH:14])[C:9]([O:11][CH2:12][CH3:13])=[O:10])[C:3]([O:5][CH2:6][CH3:7])=[O:4].C1CCN2C(=NCCC2)CC1, predict the reaction product. The product is: [O:14]1[C@H:2]([C:3]([O:5][CH2:6][CH3:7])=[O:4])[C@H:8]1[C:9]([O:11][CH2:12][CH3:13])=[O:10]. (6) Given the reactants [CH:1]1([NH:7][C:8]2[C:17]3[C:12](=[CH:13][CH:14]=[C:15]([C:18](O)=[O:19])[CH:16]=3)[N:11]=[C:10]([C:21]([F:24])([F:23])[F:22])[CH:9]=2)[CH2:6][CH2:5][CH2:4][CH2:3][CH2:2]1.F[P-](F)(F)(F)(F)F.C[N+](C)=C(N(C)C)ON1C2N=CC=CC=2N=N1.C(N(CC)C(C)C)(C)C.Cl.[NH2:59][C@@H:60]([C:62]1[C:67]([F:68])=[CH:66][C:65]([NH:69][S:70]([CH3:73])(=[O:72])=[O:71])=[C:64]([CH3:74])[CH:63]=1)[CH3:61].C([O-])(O)=O.[Na+], predict the reaction product. The product is: [F:68][C:67]1[CH:66]=[C:65]([NH:69][S:70]([CH3:73])(=[O:72])=[O:71])[C:64]([CH3:74])=[CH:63][C:62]=1[C@H:60]([NH:59][C:18]([C:15]1[CH:16]=[C:17]2[C:12](=[CH:13][CH:14]=1)[N:11]=[C:10]([C:21]([F:22])([F:23])[F:24])[CH:9]=[C:8]2[NH:7][CH:1]1[CH2:6][CH2:5][CH2:4][CH2:3][CH2:2]1)=[O:19])[CH3:61]. (7) Given the reactants [Br:1][CH2:2][C:3]1[CH:11]=[CH:10][C:6]([C:7]([OH:9])=[O:8])=[CH:5][CH:4]=1, predict the reaction product. The product is: [C:3]([O:8][C:7](=[O:9])[C:6]1[CH:10]=[CH:11][C:3]([CH2:2][Br:1])=[CH:4][CH:5]=1)([CH3:11])([CH3:4])[CH3:2]. (8) Given the reactants C([N:8]1[C:12]([C:13]2[CH:18]=[CH:17][C:16]([F:19])=[CH:15][C:14]=2[F:20])=[C:11]([C:21]2[CH:26]=[CH:25][C:24]([N+:27]([O-])=O)=[C:23]([N:30]([CH:33]([CH:35](C)C)C)[C:31]#[N:32])[CH:22]=2)[N:10]=[C:9]1[CH3:38])C1C=CC=CC=1.[CH:39]1CC=CCC=1.[CH2:45](O)[CH3:46], predict the reaction product. The product is: [CH3:39][CH:45]([CH3:46])[CH:33]([N:30]1[C:23]2[CH:22]=[C:21]([C:11]3[NH:10][C:9]([CH3:38])=[N:8][C:12]=3[C:13]3[CH:18]=[CH:17][C:16]([F:19])=[CH:15][C:14]=3[F:20])[CH:26]=[CH:25][C:24]=2[N:27]=[C:31]1[NH2:32])[CH3:35].